Dataset: Catalyst prediction with 721,799 reactions and 888 catalyst types from USPTO. Task: Predict which catalyst facilitates the given reaction. (1) Reactant: C(N(CC)CC)C.[O:8]=[C:9]1[N:15]([CH:16]2[CH2:21][CH2:20][N:19]([C:22]([O:24][C@@H:25]([C:39](O)=[O:40])[CH2:26][C:27]3[CH:32]=[C:31]([C:33]([F:36])([F:35])[F:34])[C:30]([NH2:37])=[C:29]([Cl:38])[CH:28]=3)=[O:23])[CH2:18][CH2:17]2)[CH2:14][CH2:13][C:12]2[CH:42]=[CH:43][CH:44]=[CH:45][C:11]=2[NH:10]1.[CH2:46]([O:48][C:49](=[O:64])[CH2:50][O:51][CH:52]1[CH2:57][CH2:56][N:55]([CH:58]2[CH2:63][CH2:62][NH:61][CH2:60][CH2:59]2)[CH2:54][CH2:53]1)[CH3:47].CN(C(ON1N=NC2C=CC=CC1=2)=[N+](C)C)C.[B-](F)(F)(F)F.C([O-])(O)=O.[Na+]. Product: [O:8]=[C:9]1[N:15]([CH:16]2[CH2:17][CH2:18][N:19]([C:22]([O:24][C@H:25]([CH2:26][C:27]3[CH:32]=[C:31]([C:33]([F:35])([F:36])[F:34])[C:30]([NH2:37])=[C:29]([Cl:38])[CH:28]=3)[C:39]([N:61]3[CH2:60][CH2:59][CH:58]([N:55]4[CH2:56][CH2:57][CH:52]([O:51][CH2:50][C:49]([O:48][CH2:46][CH3:47])=[O:64])[CH2:53][CH2:54]4)[CH2:63][CH2:62]3)=[O:40])=[O:23])[CH2:20][CH2:21]2)[CH2:14][CH2:13][C:12]2[CH:42]=[CH:43][CH:44]=[CH:45][C:11]=2[NH:10]1. The catalyst class is: 3. (2) Reactant: OS(O)(=O)=O.[C:6]([OH:15])(=[O:14])[C:7]1[C:8](=[CH:10][CH:11]=[CH:12][CH:13]=1)[OH:9].[CH3:16][CH2:17]O. Product: [OH:9][C:8]1[CH:10]=[CH:11][CH:12]=[CH:13][C:7]=1[C:6]([O:15][CH2:16][CH3:17])=[O:14]. The catalyst class is: 2. (3) Reactant: [OH:1][N:2]=[C:3]([C:9]1[N:13]([CH3:14])[CH:12]=[N:11][CH:10]=1)[C:4]1[S:5][CH:6]=[CH:7][CH:8]=1.Cl.Cl[CH2:17][C:18]1[N:19]=[C:20]([NH2:23])[S:21][CH:22]=1.C(=O)([O-])[O-].[Cs+].[Cs+].[I-].[K+]. Product: [CH3:14][N:13]1[C:9]([C:3](=[N:2][O:1][CH2:17][C:18]2[N:19]=[C:20]([NH2:23])[S:21][CH:22]=2)[C:4]2[S:5][CH:6]=[CH:7][CH:8]=2)=[CH:10][N:11]=[CH:12]1. The catalyst class is: 10. (4) Reactant: [C:1]([NH:9][C:10]1[S:11][CH2:12][C@@H:13]2[CH2:19][C@H:18]([C:20]([OH:22])=[O:21])[O:17][CH2:16][C@:14]2([C:23]2[CH:28]=[CH:27][C:26]([F:29])=[CH:25][C:24]=2[F:30])[N:15]=1)(=[O:8])[C:2]1[CH:7]=[CH:6][CH:5]=[CH:4][CH:3]=1.[C:31](Cl)(=O)C(Cl)=O.CN(C)C=O.CO. Product: [C:1]([NH:9][C:10]1[S:11][CH2:12][C@@H:13]2[CH2:19][C@H:18]([C:20]([O:22][CH3:31])=[O:21])[O:17][CH2:16][C@:14]2([C:23]2[CH:28]=[CH:27][C:26]([F:29])=[CH:25][C:24]=2[F:30])[N:15]=1)(=[O:8])[C:2]1[CH:7]=[CH:6][CH:5]=[CH:4][CH:3]=1. The catalyst class is: 4. (5) Reactant: [O:1]=[O+][O-].[Br:4][C:5]1[CH:10]=[CH:9][C:8]([C:11]2([C:22]([O:24][CH3:25])=[O:23])[CH2:13][CH:12]2/[CH:14]=C/C2C=CC=CC=2)=[CH:7][CH:6]=1.C1C=CC(P(C2C=CC=CC=2)C2C=CC=CC=2)=CC=1. Product: [Br:4][C:5]1[CH:10]=[CH:9][C:8]([C:11]2([C:22]([O:24][CH3:25])=[O:23])[CH2:13][CH:12]2[CH:14]=[O:1])=[CH:7][CH:6]=1. The catalyst class is: 2.